Dataset: Catalyst prediction with 721,799 reactions and 888 catalyst types from USPTO. Task: Predict which catalyst facilitates the given reaction. (1) Reactant: [NH:1]1[CH2:6][CH2:5][O:4][CH2:3][CH2:2]1.C(O[BH-](OC(=O)C)OC(=O)C)(=O)C.[Na+].C(O)(=O)C.[CH3:25][NH:26][C:27]([N:29]1[C:37]2[C:32](=[CH:33][C:34]([O:38][C:39]3[CH:44]=[CH:43][N:42]=[C:41]([NH:45][C:46]([N:48]4[CH2:53][CH2:52][C:51](=O)[CH2:50][CH2:49]4)=[O:47])[CH:40]=3)=[CH:35][CH:36]=2)[CH:31]=[CH:30]1)=[O:28]. Product: [CH3:25][NH:26][C:27]([N:29]1[C:37]2[C:32](=[CH:33][C:34]([O:38][C:39]3[CH:44]=[CH:43][N:42]=[C:41]([NH:45][C:46]([N:48]4[CH2:53][CH2:52][CH:51]([N:1]5[CH2:6][CH2:5][O:4][CH2:3][CH2:2]5)[CH2:50][CH2:49]4)=[O:47])[CH:40]=3)=[CH:35][CH:36]=2)[CH:31]=[CH:30]1)=[O:28]. The catalyst class is: 4. (2) Reactant: [F:1][C:2]1([F:10])[CH2:5][C:4]([CH3:9])(C(O)=O)[CH2:3]1.C1C=CC(P([N:25]=[N+]=[N-])(C2C=CC=CC=2)=O)=CC=1.[Cl:28][C:29]1[CH:30]=[C:31]([C:36]2[C:47]([C:48]([NH2:50])=[O:49])=[C:39]3[CH2:40][NH:41][CH:42]([CH:44]4[CH2:46][CH2:45]4)[CH2:43][N:38]3[N:37]=2)[CH:32]=[CH:33][C:34]=1[F:35].C1[CH2:55][O:54]CC1. Product: [Cl:28][C:29]1[CH:30]=[C:31]([C:36]2[C:47]([C:48]([NH2:50])=[O:49])=[C:39]3[CH2:40][N:41]([C:55]([NH:25][C:4]4([CH3:9])[CH2:3][C:2]([F:1])([F:10])[CH2:5]4)=[O:54])[CH:42]([CH:44]4[CH2:45][CH2:46]4)[CH2:43][N:38]3[N:37]=2)[CH:32]=[CH:33][C:34]=1[F:35]. The catalyst class is: 260. (3) Reactant: [CH2:1]([C:4]1[CH:9]=[C:8]([Br:10])[CH:7]=[C:6]([N+:11]([O-:13])=[O:12])[C:5]=1[O:14][CH2:15][CH:16]=[CH2:17])[CH:2]=[CH2:3].[O-]S([O-])(=O)=O.[Mg+2]. Product: [Br:10][C:8]1[CH:9]=[C:4]([CH2:1][CH2:2][CH3:3])[C:5]([O:14][CH2:15][CH2:16][CH3:17])=[C:6]([N+:11]([O-:13])=[O:12])[CH:7]=1. The catalyst class is: 78.